This data is from Forward reaction prediction with 1.9M reactions from USPTO patents (1976-2016). The task is: Predict the product of the given reaction. (1) Given the reactants [OH:1][C:2]1[C:3]([C:8]([O:10][CH3:11])=[O:9])=[N:4][CH:5]=[CH:6][CH:7]=1.[Br:12]Br.C(Cl)Cl, predict the reaction product. The product is: [Br:12][C:5]1[N:4]=[C:3]([C:8]([O:10][CH3:11])=[O:9])[C:2]([OH:1])=[CH:7][CH:6]=1. (2) Given the reactants [NH2:1][C:2]1[CH:11]=[C:10]2[C:5]([CH:6]([CH2:19][CH3:20])[CH:7]([O:17][CH3:18])[N:8]([CH2:13][CH:14]3[CH2:16][CH2:15]3)[C:9]2=[O:12])=[CH:4][CH:3]=1.[Cl:21][C:22]1[CH:23]=[C:24]([NH:30][C:31]([CH2:33][CH:34]([CH3:39])[CH2:35][C:36](O)=[O:37])=[O:32])[CH:25]=[CH:26][C:27]=1[C:28]#[N:29].CCN(C(C)C)C(C)C.C(P1(=O)OP(CCC)(=O)OP(CCC)(=O)O1)CC, predict the reaction product. The product is: [Cl:21][C:22]1[CH:23]=[C:24]([NH:30][C:31](=[O:32])[CH2:33][CH:34]([CH3:39])[CH2:35][C:36]([NH:1][C:2]2[CH:11]=[C:10]3[C:5]([CH:6]([CH2:19][CH3:20])[CH:7]([O:17][CH3:18])[N:8]([CH2:13][CH:14]4[CH2:16][CH2:15]4)[C:9]3=[O:12])=[CH:4][CH:3]=2)=[O:37])[CH:25]=[CH:26][C:27]=1[C:28]#[N:29]. (3) Given the reactants [Cl:1][C:2]1[CH:10]=[C:9]2[C:5]([C:6]([C:11]([N:13]3[CH2:18][CH2:17][C:16]4([C:22]5[CH:23]=[CH:24][C:25]([F:27])=[CH:26][C:21]=5[C:20](=[O:28])[O:19]4)[CH2:15][CH2:14]3)=[O:12])=[CH:7][NH:8]2)=[CH:4][CH:3]=1.[Cl:29][C:30]1[CH:35]=[CH:34][C:33]([CH2:36]Cl)=[CH:32][N:31]=1, predict the reaction product. The product is: [Cl:1][C:2]1[CH:10]=[C:9]2[C:5]([C:6]([C:11]([N:13]3[CH2:18][CH2:17][C:16]4([C:22]5[CH:23]=[CH:24][C:25]([F:27])=[CH:26][C:21]=5[C:20](=[O:28])[O:19]4)[CH2:15][CH2:14]3)=[O:12])=[CH:7][N:8]2[CH2:36][C:33]2[CH:32]=[N:31][C:30]([Cl:29])=[CH:35][CH:34]=2)=[CH:4][CH:3]=1. (4) Given the reactants [Si](OCCC1C=CC(CN2CCCC2)=CC=1F)(C(C)(C)C)(C)C.C([Si]([O:31][CH2:32][CH:33]([F:45])[C:34]1[CH:39]=[CH:38][C:37]([CH2:40][O:41][CH2:42][O:43][CH3:44])=[CH:36][CH:35]=1)(C)C)(C)(C)C, predict the reaction product. The product is: [F:45][CH:33]([C:34]1[CH:39]=[CH:38][C:37]([CH2:40][O:41][CH2:42][O:43][CH3:44])=[CH:36][CH:35]=1)[CH2:32][OH:31]. (5) Given the reactants [F:1][C:2]1[C:3]2[CH:4]=[C:5]3[C:14]4[N:15]=[C:16]([C:19]5[C:20](I)=[CH:21][C:22]6[O:26][C:25]([C:27]7[CH:32]=[CH:31][C:30]([F:33])=[CH:29][CH:28]=7)=[C:24]([C:34]([NH:36][CH3:37])=[O:35])[C:23]=6[CH:38]=5)[CH:17]=[CH:18][C:13]=4[O:12][CH2:11][N:6]3[C:7]=2[CH:8]=[CH:9][CH:10]=1.[CH3:40][N:41]1[C:45](B2OC(C)(C)C(C)(C)O2)=[CH:44][CH:43]=[N:42]1, predict the reaction product. The product is: [F:1][C:2]1[C:3]2[CH:4]=[C:5]3[C:14]4[N:15]=[C:16]([C:19]5[C:20]([C:45]6[N:41]([CH3:40])[N:42]=[CH:43][CH:44]=6)=[CH:21][C:22]6[O:26][C:25]([C:27]7[CH:32]=[CH:31][C:30]([F:33])=[CH:29][CH:28]=7)=[C:24]([C:34]([NH:36][CH3:37])=[O:35])[C:23]=6[CH:38]=5)[CH:17]=[CH:18][C:13]=4[O:12][CH2:11][N:6]3[C:7]=2[CH:8]=[CH:9][CH:10]=1. (6) Given the reactants [CH2:1]([C:3]1[C:8](=[O:9])[NH:7][C:6]([CH3:10])=[C:5]([C:11]2[O:15][C:14]([C:16]([OH:18])=O)=[CH:13][CH:12]=2)[CH:4]=1)[CH3:2].[F:19][C:20]([F:30])([F:29])[C:21]1[CH:28]=[CH:27][C:24]([CH2:25][NH2:26])=[CH:23][CH:22]=1, predict the reaction product. The product is: [F:19][C:20]([F:29])([F:30])[C:21]1[CH:28]=[CH:27][C:24]([CH2:25][NH:26][C:16]([C:14]2[O:15][C:11]([C:5]3[CH:4]=[C:3]([CH2:1][CH3:2])[C:8](=[O:9])[NH:7][C:6]=3[CH3:10])=[CH:12][CH:13]=2)=[O:18])=[CH:23][CH:22]=1. (7) Given the reactants [C:1]1([C:7]([C:20]2[CH:25]=[CH:24][CH:23]=CC=2)=[N:8][NH:9][C:10]2[CH:11]=[C:12]3[C:17](=[CH:18][CH:19]=2)[N:16]=[CH:15][CH:14]=[CH:13]3)[CH:6]=CC=CC=1.C1(C(=O)CC#[N:33])CCC1, predict the reaction product. The product is: [CH:20]1([C:7]2[CH:1]=[C:6]([NH2:33])[N:9]([C:10]3[CH:11]=[C:12]4[C:17](=[CH:18][CH:19]=3)[N:16]=[CH:15][CH:14]=[CH:13]4)[N:8]=2)[CH2:25][CH2:24][CH2:23]1. (8) Given the reactants Cl.[Br:2][C:3]1[CH:4]=[CH:5][C:6]([S:11]([CH2:14][CH3:15])(=[O:13])=[O:12])=[C:7]([CH:10]=1)[CH2:8][NH2:9].[F:16][C:17]([F:29])([F:28])[O:18][C:19]1[CH:20]=[C:21]([CH:25]=[CH:26][CH:27]=1)[C:22](O)=[O:23], predict the reaction product. The product is: [Br:2][C:3]1[CH:4]=[CH:5][C:6]([S:11]([CH2:14][CH3:15])(=[O:13])=[O:12])=[C:7]([CH:10]=1)[CH2:8][NH:9][C:22](=[O:23])[C:21]1[CH:25]=[CH:26][CH:27]=[C:19]([O:18][C:17]([F:16])([F:28])[F:29])[CH:20]=1. (9) Given the reactants [NH2:1][C:2]1[CH:9]=[CH:8][C:7]([N:10]2[CH2:15][CH2:14][O:13][CH2:12][CH2:11]2)=[CH:6][C:3]=1[CH:4]=O.[CH3:16][O:17][C:18]1[CH:23]=[CH:22][CH:21]=[CH:20][C:19]=1[CH2:24][CH2:25][C:26]#[N:27], predict the reaction product. The product is: [CH3:16][O:17][C:18]1[CH:23]=[CH:22][CH:21]=[CH:20][C:19]=1[CH2:24][C:25]1[C:26]([NH2:27])=[N:1][C:2]2[C:3]([CH:4]=1)=[CH:6][C:7]([N:10]1[CH2:15][CH2:14][O:13][CH2:12][CH2:11]1)=[CH:8][CH:9]=2.